This data is from Acute oral toxicity (LD50) regression data from Zhu et al.. The task is: Regression/Classification. Given a drug SMILES string, predict its toxicity properties. Task type varies by dataset: regression for continuous values (e.g., LD50, hERG inhibition percentage) or binary classification for toxic/non-toxic outcomes (e.g., AMES mutagenicity, cardiotoxicity, hepatotoxicity). Dataset: ld50_zhu. (1) The molecule is O=c1[nH]c2cc(Cl)ccc2o1. The rat oral LD50 is 2.35, given as -log10 of the dose in mol/kg body weight (higher means more acutely toxic). (2) The molecule is CCn1c(=O)oc2ccc(Cl)cc21. The rat oral LD50 is 2.17, given as -log10 of the dose in mol/kg body weight (higher means more acutely toxic). (3) The compound is CCOC(C1=NCC(C)(CC)CN1)c1ccc(Cl)cc1. The rat oral LD50 is 3.43, given as -log10 of the dose in mol/kg body weight (higher means more acutely toxic). (4) The compound is CC(C)NC(=O)N1CC(=O)N(c2cc(Cl)cc(Cl)c2)C1=O. The rat oral LD50 is 1.98, given as -log10 of the dose in mol/kg body weight (higher means more acutely toxic). (5) The molecule is Cc1cc(C(C)(C)C)c(O)c(C)c1CC1=NCCN1. The rat oral LD50 is 5.51, given as -log10 of the dose in mol/kg body weight (higher means more acutely toxic).